The task is: Predict the product of the given reaction.. This data is from Forward reaction prediction with 1.9M reactions from USPTO patents (1976-2016). (1) Given the reactants FC(F)(F)C(O)=O.[CH3:8][C@@H:9]([O:13][C:14]1[NH:15][C:16]([NH2:25])=[C:17]2[C:21]([N:22]=1)=[N:20][C:19]([O:23][CH3:24])=[N:18]2)[CH2:10][CH2:11][CH3:12].Br[CH2:27][CH2:28][CH2:29][CH2:30][CH:31]1[CH2:36][CH2:35][CH2:34][CH2:33][O:32]1, predict the reaction product. The product is: [CH3:8][C@@H:9]([O:13][C:14]1[N:22]=[C:21]2[C:17]([N:18]=[C:19]([O:23][CH3:24])[N:20]2[CH2:27][CH2:28][CH2:29][CH2:30][CH:31]2[CH2:36][CH2:35][CH2:34][CH2:33][O:32]2)=[C:16]([NH2:25])[N:15]=1)[CH2:10][CH2:11][CH3:12]. (2) Given the reactants Cl.Cl.[O:3]1[C:8]2=[CH:9][CH:10]=[CH:11][C:7]2=[CH:6][C:5]([CH:12]2[CH2:17][CH2:16][CH2:15][CH2:14][N:13]2[CH2:18][CH2:19][C@H:20]2[CH2:25][CH2:24][C@H:23]([NH2:26])[CH2:22][CH2:21]2)=[CH:4]1.[N:27]1([C:33]2[CH:41]=[CH:40][C:36]([C:37](O)=[O:38])=[CH:35][N:34]=2)[CH2:32][CH2:31][O:30][CH2:29][CH2:28]1, predict the reaction product. The product is: [O:3]1[C:8]2=[CH:9][CH:10]=[CH:11][C:7]2=[CH:6][C:5]([CH:12]2[CH2:17][CH2:16][CH2:15][CH2:14][N:13]2[CH2:18][CH2:19][C@H:20]2[CH2:21][CH2:22][C@H:23]([NH:26][C:37](=[O:38])[C:36]3[CH:40]=[CH:41][C:33]([N:27]4[CH2:28][CH2:29][O:30][CH2:31][CH2:32]4)=[N:34][CH:35]=3)[CH2:24][CH2:25]2)=[CH:4]1. (3) Given the reactants [Si:1]([O:18][C:19]1[C@@H:20]([CH2:43][OH:44])[O:21][C@@H:22]([C:24]2[C:28]3[N:29]=[CH:30][N:31]=[C:32]([NH:33][C@@H:34]4[C:42]5[C:37](=[CH:38][CH:39]=[CH:40][CH:41]=5)[CH2:36][CH2:35]4)[C:27]=3[S:26][CH:25]=2)[CH:23]=1)([C:14]([CH3:17])([CH3:16])[CH3:15])([C:8]1[CH:13]=[CH:12][CH:11]=[CH:10][CH:9]=1)[C:2]1[CH:7]=[CH:6][CH:5]=[CH:4][CH:3]=1, predict the reaction product. The product is: [Si:1]([O:18][C@H:19]1[CH2:23][C@H:22]([C:24]2[C:28]3[N:29]=[CH:30][N:31]=[C:32]([NH:33][C@@H:34]4[C:42]5[C:37](=[CH:38][CH:39]=[CH:40][CH:41]=5)[CH2:36][CH2:35]4)[C:27]=3[S:26][CH:25]=2)[O:21][C@@H:20]1[CH2:43][OH:44])([C:14]([CH3:15])([CH3:16])[CH3:17])([C:2]1[CH:3]=[CH:4][CH:5]=[CH:6][CH:7]=1)[C:8]1[CH:13]=[CH:12][CH:11]=[CH:10][CH:9]=1. (4) Given the reactants [N:1]1[CH:6]=[CH:5][CH:4]=[C:3]([N:7]2[CH2:11][CH2:10][NH:9][C:8]2=[O:12])[CH:2]=1.Br[C:14]1[CH:15]=[C:16]2[C:21](=[CH:22][CH:23]=1)[N:20]=[C:19]([Cl:24])[CH:18]=[C:17]2[CH3:25].N[C@@H]1CCCC[C@H]1N.C(=O)([O-])[O-].[K+].[K+], predict the reaction product. The product is: [Cl:24][C:19]1[CH:18]=[C:17]([CH3:25])[C:16]2[C:21](=[CH:22][CH:23]=[C:14]([N:9]3[CH2:10][CH2:11][N:7]([C:3]4[CH:2]=[N:1][CH:6]=[CH:5][CH:4]=4)[C:8]3=[O:12])[CH:15]=2)[N:20]=1. (5) Given the reactants [O:1]=[C:2]1[C:8]2=[N:9][C:10]3[CH:15]=[CH:14][C:13]([C:16]([OH:18])=O)=[CH:12][C:11]=3[N:7]2[CH2:6][CH2:5][CH2:4][NH:3]1.CN(C(ON1N=NC2C=CC=CC1=2)=[N+](C)C)C.[B-](F)(F)(F)F.[CH2:41]([N:43]1[C:47]2[CH:48]=[CH:49][CH:50]=[CH:51][C:46]=2[N:45]=[C:44]1[NH2:52])[CH3:42].C(N(CC)CC)C, predict the reaction product. The product is: [CH2:41]([N:43]1[C:47]2[CH:48]=[CH:49][CH:50]=[CH:51][C:46]=2[N:45]=[C:44]1[NH:52][C:16]([C:13]1[CH:14]=[CH:15][C:10]2[N:9]=[C:8]3[C:2](=[O:1])[NH:3][CH2:4][CH2:5][CH2:6][N:7]3[C:11]=2[CH:12]=1)=[O:18])[CH3:42].